The task is: Predict the reactants needed to synthesize the given product.. This data is from Full USPTO retrosynthesis dataset with 1.9M reactions from patents (1976-2016). (1) Given the product [F:34][C:14]([F:13])([F:33])[C:15]1[CH:20]=[CH:19][CH:18]=[CH:17][C:16]=1[S:21][C:3]1[C:4]2=[N:5][CH:6]=[CH:7][CH:8]=[C:9]2[NH:1][C:2]=1[C:10]([NH2:12])=[O:11], predict the reactants needed to synthesize it. The reactants are: [NH:1]1[C:9]2[C:4](=[N:5][CH:6]=[CH:7][CH:8]=2)[CH:3]=[C:2]1[C:10]([NH2:12])=[O:11].[F:13][C:14]([F:34])([F:33])[C:15]1[CH:20]=[CH:19][CH:18]=[CH:17][C:16]=1[S:21][S:21][C:16]1[CH:17]=[CH:18][CH:19]=[CH:20][C:15]=1[C:14]([F:13])([F:33])[F:34]. (2) Given the product [NH2:13][C:11]1[N:10]=[CH:9][N:8]=[C:7]2[N:6]([CH:26]([C:21]3[CH:20]=[C:19]([Cl:29])[C:16]([C:17]#[N:18])=[C:15]([Br:14])[C:22]=3[O:23][CH2:24][CH3:25])[CH3:27])[N:5]=[C:4]([CH3:3])[C:12]=12, predict the reactants needed to synthesize it. The reactants are: [H-].[Na+].[CH3:3][C:4]1[C:12]2[C:7](=[N:8][CH:9]=[N:10][C:11]=2[NH2:13])[NH:6][N:5]=1.[Br:14][C:15]1[C:22]([O:23][CH2:24][CH3:25])=[C:21]([CH:26](Cl)[CH3:27])[CH:20]=[C:19]([Cl:29])[C:16]=1[C:17]#[N:18]. (3) Given the product [CH:31]([C:34]1[CH:39]=[CH:38][CH:37]=[CH:36][C:35]=1[N:40]1[C:50](=[O:53])[CH2:51][S:42]/[C:41]/1=[N:43]\[C:44]([NH:63]/[CH:61]=[C:21](/[C:18]1[CH:19]=[CH:20][C:15]([C:12]2[N:13]=[CH:14][N:10]([C:7]3[CH:8]=[CH:9][C:4]([O:3][C:2]([F:1])([F:30])[F:29])=[CH:5][CH:6]=3)[N:11]=2)=[CH:16][CH:17]=1)\[CH3:28])=[O:47])([CH3:33])[CH3:32], predict the reactants needed to synthesize it. The reactants are: [F:1][C:2]([F:30])([F:29])[O:3][C:4]1[CH:9]=[CH:8][C:7]([N:10]2[CH:14]=[N:13][C:12]([C:15]3[CH:20]=[CH:19][C:18](/[C:21](/[CH3:28])=C/C(N=[N+]=[N-])=O)=[CH:17][CH:16]=3)=[N:11]2)=[CH:6][CH:5]=1.[CH:31]([C:34]1[CH:39]=[CH:38][CH:37]=[CH:36][C:35]=1[NH:40][C:41]([NH2:43])=[S:42])([CH3:33])[CH3:32].[C:44](=[O:47])([O-])[O-].[Cs+].[Cs+].[C:50]([O-:53])(=O)[CH3:51].[Na+].BrCC(OC)=O.[C:61](#[N:63])C. (4) Given the product [F:17][C:18]1[CH:19]=[CH:20][C:21]([C@@H:24]([NH:28][C:2]2[CH:3]=[C:4]([C:8]3[CH:9]=[N:10][N:11]4[CH:16]=[CH:15][CH:14]=[N:13][C:12]=34)[N:5]=[CH:6][N:7]=2)[CH2:25][CH2:26][CH3:27])=[CH:22][CH:23]=1, predict the reactants needed to synthesize it. The reactants are: Cl[C:2]1[N:7]=[CH:6][N:5]=[C:4]([C:8]2[CH:9]=[N:10][N:11]3[CH:16]=[CH:15][CH:14]=[N:13][C:12]=23)[CH:3]=1.[F:17][C:18]1[CH:23]=[CH:22][C:21]([C@@H:24]([NH2:28])[CH2:25][CH2:26][CH3:27])=[CH:20][CH:19]=1. (5) The reactants are: [F:1][C:2]1[CH:3]=[C:4]([CH:9](O)[C:10]2[CH:11]=[CH:12][C:13]([F:18])=[C:14]([CH:17]=2)[C:15]#[N:16])[CH:5]=[C:6]([F:8])[CH:7]=1.[I-].[Na+].Cl[Si](C)(C)C. Given the product [F:1][C:2]1[CH:3]=[C:4]([CH:5]=[C:6]([F:8])[CH:7]=1)[CH2:9][C:10]1[CH:11]=[CH:12][C:13]([F:18])=[C:14]([CH:17]=1)[C:15]#[N:16], predict the reactants needed to synthesize it.